This data is from Reaction yield outcomes from USPTO patents with 853,638 reactions. The task is: Predict the reaction yield, written as a fraction of the theoretical maximum amount of product (1.0 means a 100% yield; for example, 0.34 means a 34% yield). The reactants are CO[C:3]1C=C(C)[C:6](CC2OC(C(OC)=O)=CC=2)=[C:5]([CH3:20])[CH:4]=1.[CH3:21][O:22][C:23]1[CH:38]=[C:37]([CH3:39])[CH:36]=[C:35]([CH3:40])[C:24]=1[CH2:25][C:26]1[O:30][C:29]([C:31]([O:33][CH3:34])=[O:32])=[CH:28][CH:27]=1.ClCC=C(C)C.CC(C)([O-])C.[K+].CC1C=C(OCCC(C)=C)C=C(C)C=1CC1OC(C(OC)=O)=CC=1. The catalyst is O.CS(C)=O. The product is [CH3:40][C:35]1[CH:36]=[C:37]([CH3:39])[CH:38]=[C:23]([O:22][CH2:21][CH2:3][CH2:4][C:5]([CH3:20])=[CH2:6])[C:24]=1[CH2:25][C:26]1[O:30][C:29]([C:31]([O:33][CH3:34])=[O:32])=[CH:28][CH:27]=1. The yield is 0.640.